Regression. Given two drug SMILES strings and cell line genomic features, predict the synergy score measuring deviation from expected non-interaction effect. From a dataset of NCI-60 drug combinations with 297,098 pairs across 59 cell lines. (1) Drug 1: CC1=C(C=C(C=C1)NC2=NC=CC(=N2)N(C)C3=CC4=NN(C(=C4C=C3)C)C)S(=O)(=O)N.Cl. Drug 2: C1CCC(CC1)NC(=O)N(CCCl)N=O. Cell line: U251. Synergy scores: CSS=32.1, Synergy_ZIP=-6.44, Synergy_Bliss=1.13, Synergy_Loewe=2.92, Synergy_HSA=3.90. (2) Synergy scores: CSS=37.6, Synergy_ZIP=-0.256, Synergy_Bliss=0.221, Synergy_Loewe=-4.34, Synergy_HSA=2.35. Drug 2: CC1=C(C(=O)C2=C(C1=O)N3CC4C(C3(C2COC(=O)N)OC)N4)N. Drug 1: CC1=C(C(=CC=C1)Cl)NC(=O)C2=CN=C(S2)NC3=CC(=NC(=N3)C)N4CCN(CC4)CCO. Cell line: OVCAR-5. (3) Drug 1: CC1=C(C=C(C=C1)C(=O)NC2=CC(=CC(=C2)C(F)(F)F)N3C=C(N=C3)C)NC4=NC=CC(=N4)C5=CN=CC=C5. Drug 2: C(CC(=O)O)C(=O)CN.Cl. Cell line: MDA-MB-231. Synergy scores: CSS=9.78, Synergy_ZIP=-5.04, Synergy_Bliss=-1.46, Synergy_Loewe=-0.921, Synergy_HSA=-0.838. (4) Drug 1: C1CC(C1)(C(=O)O)C(=O)O.[NH2-].[NH2-].[Pt+2]. Drug 2: CC1CCC2CC(C(=CC=CC=CC(CC(C(=O)C(C(C(=CC(C(=O)CC(OC(=O)C3CCCCN3C(=O)C(=O)C1(O2)O)C(C)CC4CCC(C(C4)OC)O)C)C)O)OC)C)C)C)OC. Cell line: UO-31. Synergy scores: CSS=3.05, Synergy_ZIP=-1.29, Synergy_Bliss=-1.23, Synergy_Loewe=-21.8, Synergy_HSA=-0.869.